Dataset: Catalyst prediction with 721,799 reactions and 888 catalyst types from USPTO. Task: Predict which catalyst facilitates the given reaction. (1) The catalyst class is: 1. Product: [C:1]([C:3]1[CH:31]=[CH:30][C:6]([C:7]2[O:8][C:11]([C@H:12]([NH:16][C:17]3[C:26]4[C:21](=[CH:22][CH:23]=[CH:24][CH:25]=4)[C:20]([C:27]#[N:28])=[CH:19][CH:18]=3)[C@H:13]([OH:15])[CH3:14])=[N:10][N:9]=2)=[CH:5][CH:4]=1)#[N:2]. Reactant: [C:1]([C:3]1[CH:31]=[CH:30][C:6]([C:7]([NH:9][NH:10][C:11](=O)[C@H:12]([NH:16][C:17]2[C:26]3[C:21](=[CH:22][CH:23]=[CH:24][CH:25]=3)[C:20]([C:27]#[N:28])=[CH:19][CH:18]=2)[C@H:13]([OH:15])[CH3:14])=[O:8])=[CH:5][CH:4]=1)#[N:2].C(NP1(N(CC)CC)N(C)CCCN1C)(C)(C)C. (2) Reactant: [C:1]([O:5][C:6]([CH3:9])([CH3:8])[CH3:7])(=[O:4])[CH:2]=[CH2:3].Cl.[CH2:11]([O:18][C:19](=[O:25])[C@@H:20]1[CH2:24][CH2:23][CH2:22][NH:21]1)[C:12]1[CH:17]=[CH:16][CH:15]=[CH:14][CH:13]=1.CCN(CC)CC. Product: [CH2:11]([O:18][C:19]([C@@H:20]1[CH2:24][CH2:23][CH2:22][N:21]1[CH2:3][CH2:2][C:1]([O:5][C:6]([CH3:9])([CH3:8])[CH3:7])=[O:4])=[O:25])[C:12]1[CH:13]=[CH:14][CH:15]=[CH:16][CH:17]=1. The catalyst class is: 107. (3) Reactant: [CH3:1][S:2]([C:5]1[CH:10]=[CH:9][C:8]([CH2:11][C:12](=[O:14])[CH3:13])=[CH:7][CH:6]=1)(=[O:4])=[O:3].S(Cl)([Cl:18])(=O)=O. Product: [Cl:18][CH:11]([C:8]1[CH:9]=[CH:10][C:5]([S:2]([CH3:1])(=[O:3])=[O:4])=[CH:6][CH:7]=1)[C:12](=[O:14])[CH3:13]. The catalyst class is: 2. (4) Reactant: Br[C:2]1[N:7]=[C:6]2[N:8]([CH2:12][CH2:13][CH:14]3[CH2:19][CH2:18][O:17][CH2:16][CH2:15]3)[C:9](=[O:11])[NH:10][C:5]2=[N:4][CH:3]=1.B(O)(O)[C:21]1[CH:26]=[CH:25][C:24]([C:27]([NH2:29])=[O:28])=[CH:23][CH:22]=1.ClCCl.P([O-])([O-])([O-])=O.[K+].[K+].[K+]. Product: [O:11]=[C:9]1[NH:10][C:5]2=[N:4][CH:3]=[C:2]([C:21]3[CH:26]=[CH:25][C:24]([C:27]([NH2:29])=[O:28])=[CH:23][CH:22]=3)[N:7]=[C:6]2[N:8]1[CH2:12][CH2:13][CH:14]1[CH2:19][CH2:18][O:17][CH2:16][CH2:15]1. The catalyst class is: 35. (5) Reactant: [Cl:1][C:2]1[CH:34]=[CH:33][C:5]([CH2:6][N:7]2[C:12](=[O:13])[CH:11]=[CH:10][C:9]([C:14]3[CH:19]=[CH:18][C:17]([N:20]([CH2:28][CH2:29][N:30]([CH3:32])[CH3:31])C(=O)OC(C)(C)C)=[CH:16][CH:15]=3)=[CH:8]2)=[CH:4][CH:3]=1.C(O)(C(F)(F)F)=O. Product: [Cl:1][C:2]1[CH:3]=[CH:4][C:5]([CH2:6][N:7]2[CH:8]=[C:9]([C:14]3[CH:19]=[CH:18][C:17]([NH:20][CH2:28][CH2:29][N:30]([CH3:31])[CH3:32])=[CH:16][CH:15]=3)[CH:10]=[CH:11][C:12]2=[O:13])=[CH:33][CH:34]=1. The catalyst class is: 2.